From a dataset of Peptide-MHC class I binding affinity with 185,985 pairs from IEDB/IMGT. Regression. Given a peptide amino acid sequence and an MHC pseudo amino acid sequence, predict their binding affinity value. This is MHC class I binding data. The peptide sequence is HTTERGGKAY. The MHC is HLA-B15:01 with pseudo-sequence HLA-B15:01. The binding affinity (normalized) is 0.637.